From a dataset of Full USPTO retrosynthesis dataset with 1.9M reactions from patents (1976-2016). Predict the reactants needed to synthesize the given product. (1) Given the product [CH3:12][N:13]1[C:21]2[C:16](=[CH:17][CH:18]=[CH:19][CH:20]=2)[C:15]([CH3:22])=[C:14]1[C:23]([NH:29][C@H:30]([C:34]([OH:36])=[O:35])[CH:31]([CH3:33])[CH3:32])=[O:25], predict the reactants needed to synthesize it. The reactants are: CCN=C=NCCCN(C)C.[CH3:12][N:13]1[C:21]2[C:16](=[CH:17][CH:18]=[CH:19][CH:20]=2)[C:15]([CH3:22])=[C:14]1[C:23]([OH:25])=O.C(Cl)Cl.[NH2:29][C@H:30]([C:34]([OH:36])=[O:35])[CH:31]([CH3:33])[CH3:32]. (2) Given the product [ClH:30].[CH3:24][O:25][C:26]1[CH:27]=[C:28]([CH:31]=[CH:32][CH:33]=1)[CH2:29][O:17][C:6]1[CH:5]=[C:4]2[C:9]([C:10]([N:12]3[CH2:16][CH2:15][CH2:14][CH2:13]3)=[CH:11][C:2]([CH3:1])=[N:3]2)=[CH:8][CH:7]=1, predict the reactants needed to synthesize it. The reactants are: [CH3:1][C:2]1[CH:11]=[C:10]([N:12]2[CH2:16][CH2:15][CH2:14][CH2:13]2)[C:9]2[C:4](=[CH:5][C:6]([OH:17])=[CH:7][CH:8]=2)[N:3]=1.C(=O)([O-])[O-].[K+].[K+].[CH3:24][O:25][C:26]1[CH:27]=[C:28]([CH:31]=[CH:32][CH:33]=1)[CH2:29][Cl:30]. (3) Given the product [C:1]([C:4]1[CH:12]=[CH:11][C:7]([C:8]([O:10][CH3:14])=[O:9])=[CH:6][C:5]=1[Cl:13])(=[O:3])[CH3:2], predict the reactants needed to synthesize it. The reactants are: [C:1]([C:4]1[CH:12]=[CH:11][C:7]([C:8]([OH:10])=[O:9])=[CH:6][C:5]=1[Cl:13])(=[O:3])[CH3:2].[C:14](=O)([O-])[O-].[K+].[K+].IC.O.